This data is from Full USPTO retrosynthesis dataset with 1.9M reactions from patents (1976-2016). The task is: Predict the reactants needed to synthesize the given product. (1) Given the product [CH3:29][O:28][C:26]([C:19]1[C:20]2[C:25](=[CH:24][CH:23]=[CH:22][CH:21]=2)[N:17]([C:8]2[CH:16]=[CH:15][CH:14]=[CH:13][C:9]=2[C:10]([OH:12])=[O:11])[CH:18]=1)=[O:27], predict the reactants needed to synthesize it. The reactants are: C(=O)([O-])[O-].[K+].[K+].I[C:8]1[CH:16]=[CH:15][CH:14]=[CH:13][C:9]=1[C:10]([OH:12])=[O:11].[NH:17]1[C:25]2[C:20](=[CH:21][CH:22]=[CH:23][CH:24]=2)[C:19]([C:26]([O:28][CH3:29])=[O:27])=[CH:18]1. (2) Given the product [CH2:13]([O:15][C:16]([C:18]1([CH2:31][O:32][CH3:33])[CH2:23][CH2:22][N:21]([C:24]([O:26][C:27]([CH3:29])([CH3:28])[CH3:30])=[O:25])[CH2:20][CH2:19]1)=[O:17])[CH3:14], predict the reactants needed to synthesize it. The reactants are: C([Li])CCC.C(NC(C)C)(C)C.[CH2:13]([O:15][C:16]([CH:18]1[CH2:23][CH2:22][N:21]([C:24]([O:26][C:27]([CH3:30])([CH3:29])[CH3:28])=[O:25])[CH2:20][CH2:19]1)=[O:17])[CH3:14].[CH3:31][O:32][CH2:33]Cl.[Cl-].[NH4+].